Dataset: Forward reaction prediction with 1.9M reactions from USPTO patents (1976-2016). Task: Predict the product of the given reaction. (1) Given the reactants [NH2:1][C:2]1[CH:3]=[CH:4][C:5]([Cl:8])=[N:6][CH:7]=1.CCN(C(C)C)C(C)C.Cl[C:19]([O:21][C:22]1[CH:27]=[CH:26][C:25]([N+:28]([O-:30])=[O:29])=[CH:24][CH:23]=1)=[O:20], predict the reaction product. The product is: [Cl:8][C:5]1[N:6]=[CH:7][C:2]([NH:1][C:19](=[O:20])[O:21][C:22]2[CH:23]=[CH:24][C:25]([N+:28]([O-:30])=[O:29])=[CH:26][CH:27]=2)=[CH:3][CH:4]=1. (2) Given the reactants [Cl:1][C:2]1[CH:3]=[CH:4][C:5]2[CH:9]=[C:8]([S:10]([N:13]3[CH2:18][CH2:17][N:16]([CH2:19][C:20]4[S:21][C:22]5[CH2:28][CH2:27][CH2:26][C:25](=[O:29])[C:23]=5[N:24]=4)[C:15](=[O:30])[CH2:14]3)(=[O:12])=[O:11])[S:7][C:6]=2[CH:31]=1.[BH4-].[Na+], predict the reaction product. The product is: [Cl:1][C:2]1[CH:3]=[CH:4][C:5]2[CH:9]=[C:8]([S:10]([N:13]3[CH2:18][CH2:17][N:16]([CH2:19][C:20]4[S:21][C:22]5[CH2:28][CH2:27][CH2:26][CH:25]([OH:29])[C:23]=5[N:24]=4)[C:15](=[O:30])[CH2:14]3)(=[O:11])=[O:12])[S:7][C:6]=2[CH:31]=1. (3) Given the reactants [C:1](#[N:3])[CH3:2].C([Li])CCC.[CH2:9]([O:16][CH2:17][C@H:18]1[C@H:22]([O:23][Si](C(C)(C)C)(C2C=CC=CC=2)C2C=CC=CC=2)[CH2:21][C:20](=[O:41])[CH2:19]1)[C:10]1[CH:15]=[CH:14][CH:13]=[CH:12][CH:11]=1.[Cl-].[NH4+], predict the reaction product. The product is: [CH2:9]([O:16][CH2:17][C@H:18]1[C@H:22]([OH:23])[CH2:21][C:20]([CH2:2][C:1]#[N:3])([OH:41])[CH2:19]1)[C:10]1[CH:11]=[CH:12][CH:13]=[CH:14][CH:15]=1. (4) The product is: [Cl:34][C:35]1[CH:44]=[C:43]2[C:38]([C:39]([N:45]3[CH2:50][CH2:49][N:48]([C:13]([NH:6][C:5]4[CH:7]=[CH:8][C:9]([O:10][CH3:11])=[C:3]([O:2][CH3:1])[CH:4]=4)=[O:14])[CH2:47][CH2:46]3)=[CH:40][CH:41]=[N:42]2)=[CH:37][CH:36]=1. Given the reactants [CH3:1][O:2][C:3]1[CH:4]=[C:5]([CH:7]=[CH:8][C:9]=1[O:10][CH3:11])[NH2:6].Cl[C:13](OC1C=CC([N+]([O-])=O)=CC=1)=[O:14].C(N(C(C)C)CC)(C)C.[Cl:34][C:35]1[CH:44]=[C:43]2[C:38]([C:39]([N:45]3[CH2:50][CH2:49][NH:48][CH2:47][CH2:46]3)=[CH:40][CH:41]=[N:42]2)=[CH:37][CH:36]=1, predict the reaction product. (5) Given the reactants Br[C:2]1[CH:7]=[CH:6][C:5]([Cl:8])=[C:4]([CH2:9][C:10]2[CH:15]=[CH:14][C:13]([CH2:16][CH2:17][CH2:18][O:19][CH:20]3[CH2:22][CH2:21]3)=[CH:12][CH:11]=2)[CH:3]=1.[Li][CH2:24]CCC.C[Si](C)(C)[O:30][C@@H:31]1[C@@H:36]([O:37][Si](C)(C)C)[C@H:35]([O:42][Si](C)(C)C)[C@@H:34]([CH2:47][O:48][Si](C)(C)C)[O:33][C:32]1=[O:53].CS(O)(=O)=O, predict the reaction product. The product is: [Cl:8][C:5]1[CH:6]=[CH:7][C:2]([C:32]2([O:53][CH3:24])[C@H:31]([OH:30])[C@@H:36]([OH:37])[C@H:35]([OH:42])[C@@H:34]([CH2:47][OH:48])[O:33]2)=[CH:3][C:4]=1[CH2:9][C:10]1[CH:15]=[CH:14][C:13]([CH2:16][CH2:17][CH2:18][O:19][CH:20]2[CH2:22][CH2:21]2)=[CH:12][CH:11]=1. (6) Given the reactants [CH2:1]([O:5][CH2:6][CH2:7][O:8][C:9]1[CH:14]=[CH:13][C:12]([C:15]2[CH:16]=[CH:17][C:18]3[N:24]([CH2:25][CH:26]([CH3:28])[CH3:27])[CH2:23][CH2:22][C:21]([C:29]([NH:31][C:32]4[CH:37]=[CH:36][C:35]([CH2:38][S:39][C:40]5[CH:45]=[CH:44][C:43]([C:46]([F:49])([F:48])[F:47])=[CH:42][N:41]=5)=[CH:34][CH:33]=4)=[O:30])=[CH:20][C:19]=3[CH:50]=2)=[CH:11][CH:10]=1)[CH2:2][CH2:3][CH3:4].ClC1C=CC=C(C(OO)=[O:59])C=1.S([O-])([O-])(=O)=S.[Na+].[Na+], predict the reaction product. The product is: [CH2:1]([O:5][CH2:6][CH2:7][O:8][C:9]1[CH:10]=[CH:11][C:12]([C:15]2[CH:16]=[CH:17][C:18]3[N:24]([CH2:25][CH:26]([CH3:27])[CH3:28])[CH2:23][CH2:22][C:21]([C:29]([NH:31][C:32]4[CH:33]=[CH:34][C:35]([CH2:38][S:39]([C:40]5[CH:45]=[CH:44][C:43]([C:46]([F:48])([F:49])[F:47])=[CH:42][N:41]=5)=[O:59])=[CH:36][CH:37]=4)=[O:30])=[CH:20][C:19]=3[CH:50]=2)=[CH:13][CH:14]=1)[CH2:2][CH2:3][CH3:4].